From a dataset of Forward reaction prediction with 1.9M reactions from USPTO patents (1976-2016). Predict the product of the given reaction. (1) Given the reactants N[C:2]1[CH:7]=[C:6]([CH3:8])[CH:5]=[C:4]([CH3:9])[N:3]=1.N([O-])=O.[Na+].[Cl-:14].[Na+].[OH-].[Na+], predict the reaction product. The product is: [Cl:14][C:2]1[CH:7]=[C:6]([CH3:8])[CH:5]=[C:4]([CH3:9])[N:3]=1. (2) Given the reactants [C:1]([N:4]1[C:12]2[C:7](=[CH:8][C:9]([C:13](=[O:15])[CH3:14])=[CH:10][CH:11]=2)[CH2:6][C:5]1=[O:16])(=[O:3])[CH3:2].[C:17](OC)(OC)([O:22][CH3:23])[CH2:18][CH2:19][CH2:20][CH3:21], predict the reaction product. The product is: [C:1]([N:4]1[C:12]2[C:7](=[CH:8][C:9]([C:13](=[O:15])[CH3:14])=[CH:10][CH:11]=2)[C:6](=[C:17]([O:22][CH3:23])[CH2:18][CH2:19][CH2:20][CH3:21])[C:5]1=[O:16])(=[O:3])[CH3:2]. (3) Given the reactants [NH2:1][C:2]1[CH:29]=[CH:28][C:5]([C:6]([N:8]2[CH2:13][CH2:12][N:11]([CH2:14][C:15]3[CH:16]=[C:17]([CH:25]=[CH:26][CH:27]=3)[C:18]([NH:20][C:21]([CH3:24])([CH3:23])[CH3:22])=[O:19])[CH2:10][CH2:9]2)=[O:7])=[CH:4][C:3]=1[O:30][C:31]([F:34])([F:33])[F:32].Cl[C:36](OC1C=CC([N+]([O-])=O)=CC=1)=[O:37].[CH2:48]([NH2:52])[CH:49]([CH3:51])[CH3:50], predict the reaction product. The product is: [C:21]([NH:20][C:18](=[O:19])[C:17]1[CH:25]=[CH:26][CH:27]=[C:15]([CH2:14][N:11]2[CH2:10][CH2:9][N:8]([C:6](=[O:7])[C:5]3[CH:28]=[CH:29][C:2]([NH:1][C:36]([NH:52][CH2:48][CH:49]([CH3:51])[CH3:50])=[O:37])=[C:3]([O:30][C:31]([F:33])([F:34])[F:32])[CH:4]=3)[CH2:13][CH2:12]2)[CH:16]=1)([CH3:24])([CH3:23])[CH3:22]. (4) Given the reactants [CH:1]1[CH:6]=[N:5][CH:4]=[C:3]([N:7]=[C:8]=[S:9])[CH:2]=1.[NH2:10][CH2:11][CH2:12][CH2:13][CH2:14][N:15]1[C:27]2[C:26]3[CH:25]=[CH:24][CH:23]=[CH:22][C:21]=3[N:20]=[C:19]([NH2:28])[C:18]=2[N:17]=[C:16]1[C:29]1[CH:34]=[CH:33][CH:32]=[CH:31][CH:30]=1, predict the reaction product. The product is: [NH2:28][C:19]1[C:18]2[N:17]=[C:16]([C:29]3[CH:34]=[CH:33][CH:32]=[CH:31][CH:30]=3)[N:15]([CH2:14][CH2:13][CH2:12][CH2:11][NH:10][C:8]([NH:7][C:3]3[CH:4]=[N:5][CH:6]=[CH:1][CH:2]=3)=[S:9])[C:27]=2[C:26]2[CH:25]=[CH:24][CH:23]=[CH:22][C:21]=2[N:20]=1. (5) Given the reactants [Cl-:1].[Cl-].[Cl-].[CH:4]1([Zr+3:9])[CH:8]=[CH:7][CH:6]=[CH:5]1.C(COC)OC.[CH3:16][Si:17]([CH3:27])([CH3:26])[O:18][CH2:19][CH2:20][C-:21]1[CH:25]=[CH:24][CH:23]=[CH:22]1.[K+], predict the reaction product. The product is: [Cl-:1].[Cl-:1].[CH:4]1([Zr+2:9][C:21]2([CH2:20][CH2:19][O:18][Si:17]([CH3:16])([CH3:27])[CH3:26])[CH:22]=[CH:23][CH:24]=[CH:25]2)[CH:8]=[CH:7][CH:6]=[CH:5]1. (6) Given the reactants [CH3:1][N:2]([CH3:15])[C:3](=O)[CH2:4][CH2:5][C:6]1[NH:7][CH:8]=[C:9]([CH2:11][CH2:12][CH3:13])[CH:10]=1.[H-].[H-].[H-].[H-].[Li+].[Al+3], predict the reaction product. The product is: [CH3:15][N:2]([CH3:1])[CH2:3][CH2:4][CH2:5][C:6]1[NH:7][CH:8]=[C:9]([CH2:11][CH2:12][CH3:13])[CH:10]=1. (7) Given the reactants [C:1]([C:4]1[CH:5]=[C:6]2[C:18]([C:19]([NH:21][CH3:22])=[O:20])=[C:17]([C:23]3[CH:28]=[CH:27][C:26]([F:29])=[CH:25][CH:24]=3)[O:16][C:7]2=[N:8][C:9]=1[N:10]([CH3:15])[S:11]([CH3:14])(=[O:13])=[O:12])(=[O:3])[CH3:2].[BH4-], predict the reaction product. The product is: [F:29][C:26]1[CH:27]=[CH:28][C:23]([C:17]2[O:16][C:7]3=[N:8][C:9]([N:10]([CH3:15])[S:11]([CH3:14])(=[O:12])=[O:13])=[C:4]([CH:1]([OH:3])[CH3:2])[CH:5]=[C:6]3[C:18]=2[C:19]([NH:21][CH3:22])=[O:20])=[CH:24][CH:25]=1. (8) The product is: [CH2:1]([N:3]1[C:7]2[CH2:8][CH2:9][NH:10][CH:26]([CH2:25][CH2:24][C:21]3[CH:22]=[CH:23][C:18]([C:17]([F:16])([F:28])[F:29])=[CH:19][CH:20]=3)[C:6]=2[C:5]([CH3:11])=[N:4]1)[CH3:2]. Given the reactants [CH2:1]([N:3]1[C:7]([CH2:8][CH2:9][NH2:10])=[CH:6][C:5]([CH3:11])=[N:4]1)[CH3:2].C(O)(=O)C.[F:16][C:17]([F:29])([F:28])[C:18]1[CH:23]=[CH:22][C:21]([CH2:24][CH2:25][CH:26]=O)=[CH:20][CH:19]=1, predict the reaction product.